From a dataset of Full USPTO retrosynthesis dataset with 1.9M reactions from patents (1976-2016). Predict the reactants needed to synthesize the given product. (1) Given the product [OH:44][C@H:41]1[CH2:42][CH2:43][N:38]([C@@H:36]([CH3:37])[CH2:35][N:32]2[CH2:31][CH2:30][CH:29]([NH:28][C:20]([C:14]3[NH:15][C:16]4[C:12]([CH:13]=3)=[C:11]([O:10][CH2:9][C:6]3[C:5]5[CH:23]=[CH:24][C:2]([F:1])=[CH:3][C:4]=5[O:8][CH:7]=3)[CH:19]=[CH:18][CH:17]=4)=[O:22])[CH2:34][CH2:33]2)[CH2:39][C@@H:40]1[CH3:45], predict the reactants needed to synthesize it. The reactants are: [F:1][C:2]1[CH:24]=[CH:23][C:5]2[C:6]([CH2:9][O:10][C:11]3[CH:19]=[CH:18][CH:17]=[C:16]4[C:12]=3[CH:13]=[C:14]([C:20]([OH:22])=O)[NH:15]4)=[CH:7][O:8][C:4]=2[CH:3]=1.Cl.Cl.Cl.[NH2:28][CH:29]1[CH2:34][CH2:33][N:32]([CH2:35][C@@H:36]([N:38]2[CH2:43][CH2:42][C@H:41]([OH:44])[C@@H:40]([CH3:45])[CH2:39]2)[CH3:37])[CH2:31][CH2:30]1. (2) Given the product [NH2:24][C:19]1[C:18]2=[N:17][CH:16]=[C:15]([C@@H:13]3[O:14][C@H:9]([CH2:8][OH:7])[C@@H:10]([OH:11])[CH2:12]3)[N:23]2[N:22]=[CH:21][N:20]=1, predict the reactants needed to synthesize it. The reactants are: C([Si]1(C(C)C)[O:11][C@H:10]2[CH2:12][C@H:13]([C:15]3[N:23]4[C:18]([C:19]([NH2:24])=[N:20][CH:21]=[N:22]4)=[N:17][CH:16]=3)[O:14][C@@H:9]2[CH2:8][O:7][Si](C(C)C)(C(C)C)O1)(C)C.N1C=CC=CC=1.F.C([O-])(O)=O.[Na+]. (3) Given the product [F:2][C:3]1[C:11]2[CH2:10][O:9][C:8](=[O:12])[C:7]=2[CH:6]=[CH:5][C:4]=1[CH2:13][CH2:14][CH:15]1[CH2:20][CH2:19][N:18]([C:33](=[O:34])[CH2:32][C:29]2[CH:28]=[CH:27][C:26]([N:21]3[CH:25]=[N:24][N:23]=[N:22]3)=[CH:31][CH:30]=2)[CH2:17][CH2:16]1, predict the reactants needed to synthesize it. The reactants are: [Cl-].[F:2][C:3]1[C:11]2[CH2:10][O:9][C:8](=[O:12])[C:7]=2[CH:6]=[CH:5][C:4]=1[CH2:13][CH2:14][CH:15]1[CH2:20][CH2:19][NH2+:18][CH2:17][CH2:16]1.[N:21]1([C:26]2[CH:31]=[CH:30][C:29]([CH2:32][C:33](O)=[O:34])=[CH:28][CH:27]=2)[CH:25]=[N:24][N:23]=[N:22]1. (4) Given the product [O:55]=[C:4]1[N:5]([CH2:8][C:9]2[S:24][C:12]3[N:13]([CH2:20][CH:21]([CH3:23])[CH3:22])[C:14](=[O:19])[N:15]([CH3:18])[C:16](=[O:17])[C:11]=3[C:10]=2[C:25]([O:45][CH3:44])=[O:26])[C:6]2[CH:37]=[CH:38][CH:40]=[CH:41][C:2]=2[NH:3]1, predict the reactants needed to synthesize it. The reactants are: Cl[C:2]1[N:3]=[C:4](C)[N:5]([CH2:8][C:9]2[S:24][C:12]3[N:13]([CH2:20][CH:21]([CH3:23])[CH3:22])[C:14](=[O:19])[N:15]([CH3:18])[C:16](=[O:17])[C:11]=3[C:10]=2[C:25](N2C[C@H](O)CO2)=[O:26])[C:6]=1Cl.ClC1N[C:37]2C=C[CH:41]=[CH:40][C:38]=2N=1.[C:44](=O)([O-])[O-:45].[K+].[K+].CN(C=O)C.[OH2:55]. (5) Given the product [C:1]([O:5][C:6]([NH:8][C:9]1[S:13][C:12]([C:28]2[CH:33]=[N:32][C:31]([N:34]3[CH2:35][CH2:36][O:37][CH2:38][CH2:39]3)=[CH:30][CH:29]=2)=[N:11][C:10]=1[C:15]([O:17][CH2:18][CH3:19])=[O:16])=[O:7])([CH3:4])([CH3:3])[CH3:2], predict the reactants needed to synthesize it. The reactants are: [C:1]([O:5][C:6]([NH:8][C:9]1[S:13][C:12](I)=[N:11][C:10]=1[C:15]([O:17][CH2:18][CH3:19])=[O:16])=[O:7])([CH3:4])([CH3:3])[CH3:2].CC1(C)C(C)(C)OB([C:28]2[CH:29]=[CH:30][C:31]([N:34]3[CH2:39][CH2:38][O:37][CH2:36][CH2:35]3)=[N:32][CH:33]=2)O1.C1(P(C2CCCCC2)C2CCCCC2)CCCCC1.P([O-])([O-])([O-])=O.[K+].[K+].[K+]. (6) Given the product [C:1]1([N:7]2[CH2:8][CH2:9][N:10]([C:13]([O:15][CH2:16][CH:17]3[CH2:22][CH2:21][N:20]([CH2:24][CH2:25][O:26][CH3:27])[CH2:19][CH2:18]3)=[O:14])[CH2:11][CH2:12]2)[CH:2]=[CH:3][CH:4]=[CH:5][CH:6]=1, predict the reactants needed to synthesize it. The reactants are: [C:1]1([N:7]2[CH2:12][CH2:11][N:10]([C:13]([O:15][CH2:16][CH:17]3[CH2:22][CH2:21][NH:20][CH2:19][CH2:18]3)=[O:14])[CH2:9][CH2:8]2)[CH:6]=[CH:5][CH:4]=[CH:3][CH:2]=1.Br[CH2:24][CH2:25][O:26][CH3:27].CCN(C(C)C)C(C)C. (7) Given the product [Cl:2][C:3]1[CH:4]=[CH:5][C:6]([O:9][C:10]2[CH:11]=[C:12]([C@H:16]3[CH2:20][C:19]4([CH2:25][CH2:24][N:23]([C:33]([NH:32][C:28]5[N:27]=[N:26][CH:31]=[CH:30][CH:29]=5)=[O:34])[CH2:22][CH2:21]4)[O:18][CH2:17]3)[CH:13]=[CH:14][CH:15]=2)=[N:7][CH:8]=1, predict the reactants needed to synthesize it. The reactants are: Cl.[Cl:2][C:3]1[CH:4]=[CH:5][C:6]([O:9][C:10]2[CH:11]=[C:12]([C@H:16]3[CH2:20][C:19]4([CH2:25][CH2:24][NH:23][CH2:22][CH2:21]4)[O:18][CH2:17]3)[CH:13]=[CH:14][CH:15]=2)=[N:7][CH:8]=1.[N:26]1[CH:31]=[CH:30][CH:29]=[C:28]([NH:32][C:33](=O)[O:34]C2C=CC=CC=2)[N:27]=1.CCN(C(C)C)C(C)C.CCO. (8) Given the product [O:21]1[C:22]2[C:23](=[N:24][CH:25]=[CH:26][CH:27]=2)[O:28][C@@H:19]([CH2:18][NH:1][CH2:2][CH2:3][CH2:4][N:5]2[CH2:10][CH2:9][C:8](=[O:11])[NH:7][C:6]2=[O:12])[CH2:20]1, predict the reactants needed to synthesize it. The reactants are: [NH2:1][CH2:2][CH2:3][CH2:4][N:5]1[CH2:10][CH2:9][C:8](=[O:11])[NH:7][C:6]1=[O:12].CS(O[CH2:18][C@H:19]1[O:28][C:23]2=[N:24][CH:25]=[CH:26][CH:27]=[C:22]2[O:21][CH2:20]1)(=O)=O.